Dataset: Full USPTO retrosynthesis dataset with 1.9M reactions from patents (1976-2016). Task: Predict the reactants needed to synthesize the given product. (1) Given the product [F:13][C:14]1[C:15]([Cl:52])=[C:16]2[C:26]3[C:21](=[CH:22][N:23]=[C:24]([C:27]4[CH:28]=[N:29][CH:30]=[CH:31][CH:32]=4)[CH:25]=3)[N:20]([S:33]([C:36]3[CH:37]=[CH:38][C:39]([CH3:42])=[CH:40][CH:41]=3)(=[O:35])=[O:34])[C:17]2=[N:18][CH:19]=1, predict the reactants needed to synthesize it. The reactants are: C(NC(C)C)(C)C.C([Li])CCC.[F:13][C:14]1[CH:15]=[C:16]2[C:26]3[C:21](=[CH:22][N:23]=[C:24]([C:27]4[CH:28]=[N:29][CH:30]=[CH:31][CH:32]=4)[CH:25]=3)[N:20]([S:33]([C:36]3[CH:41]=[CH:40][C:39]([CH3:42])=[CH:38][CH:37]=3)(=[O:35])=[O:34])[C:17]2=[N:18][CH:19]=1.C1(C)C(S([Cl:52])(=O)=O)=CC=CC=1.[Cl-].[NH4+]. (2) Given the product [F:21][C:4]1([F:22])[C:5]2[C:10](=[CH:9][C:8]3[O:20][C:13]([C:14]4[CH:15]=[CH:16][N:17]=[CH:18][CH:19]=4)=[N:12][C:7]=3[CH:6]=2)[C:2]([F:23])([F:1])[O:3]1, predict the reactants needed to synthesize it. The reactants are: [F:1][C:2]1([F:23])[C:10]2[C:5](=[CH:6][C:7]([NH:12][C:13](=[O:20])[C:14]3[CH:19]=[CH:18][N:17]=[CH:16][CH:15]=3)=[C:8](O)[CH:9]=2)[C:4]([F:22])([F:21])[O:3]1.O1CCCC1.C1(P(C2C=CC=CC=2)C2C=CC=CC=2)C=CC=CC=1.N(C(OCC)=O)=NC(OCC)=O. (3) Given the product [CH2:1]([O:3][C:4]1[CH:5]=[C:6]([C:10]2[C:15]3[CH:16]=[C:17]([C:22]([OH:24])=[O:23])[N:18]([CH2:19][CH2:20][O:21][C:31]4[CH:32]=[N:33][C:28]([C:27]([F:36])([F:35])[F:26])=[CH:29][CH:30]=4)[C:14]=3[CH:13]=[CH:12][N:11]=2)[CH:7]=[CH:8][CH:9]=1)[CH3:2], predict the reactants needed to synthesize it. The reactants are: [CH2:1]([O:3][C:4]1[CH:5]=[C:6]([C:10]2[C:15]3[CH:16]=[C:17]([C:22]([O:24]C)=[O:23])[N:18]([CH2:19][CH2:20][OH:21])[C:14]=3[CH:13]=[CH:12][N:11]=2)[CH:7]=[CH:8][CH:9]=1)[CH3:2].[F:26][C:27]([F:36])([F:35])[C:28]1[N:33]=[CH:32][C:31](O)=[CH:30][CH:29]=1.C1C=CC(P(C2C=CC=CC=2)C2C=CC=CC=2)=CC=1.CC(OC(/N=N/C(OC(C)C)=O)=O)C.[OH-].[Na+]. (4) Given the product [F:13][C:14]1[CH:19]=[C:18]([O:20][CH:21]2[CH2:22][CH2:23][O:24][CH2:25][CH2:26]2)[CH:17]=[C:16]([F:27])[C:15]=1[C:2]1[N:7]=[C:6]([C:8]([O:10][CH3:11])=[O:9])[CH:5]=[CH:4][C:3]=1[F:12], predict the reactants needed to synthesize it. The reactants are: Br[C:2]1[N:7]=[C:6]([C:8]([O:10][CH3:11])=[O:9])[CH:5]=[CH:4][C:3]=1[F:12].[F:13][C:14]1[CH:19]=[C:18]([O:20][CH:21]2[CH2:26][CH2:25][O:24][CH2:23][CH2:22]2)[CH:17]=[C:16]([F:27])[C:15]=1B1OC(C)(C)C(C)(C)O1. (5) Given the product [NH2:1][C:2]1[C:7]([Cl:8])=[C:6]([O:9][C:10]2[CH:15]=[CH:14][CH:13]=[CH:12][CH:11]=2)[N:5]=[C:4]([C:16]([OH:18])=[O:17])[C:3]=1[Cl:20], predict the reactants needed to synthesize it. The reactants are: [NH2:1][C:2]1[C:7]([Cl:8])=[C:6]([O:9][C:10]2[CH:15]=[CH:14][CH:13]=[CH:12][CH:11]=2)[N:5]=[C:4]([C:16]([O:18]C)=[O:17])[C:3]=1[Cl:20].[OH-].[Na+].Cl. (6) Given the product [Cl:1][C:2]1[S:6][C:5]([C:7]2[C:12]([C:13]3[CH:14]=[C:15]([NH:19][C:20](=[O:31])[CH2:21][NH:22][CH3:23])[CH:16]=[CH:17][CH:18]=3)=[CH:11][N:10]=[C:9]([NH:32][CH2:33][CH2:34][N:35]3[C:39]([CH3:41])([CH3:40])[C:38](=[O:42])[NH:37][C:36]3=[O:43])[N:8]=2)=[CH:4][CH:3]=1, predict the reactants needed to synthesize it. The reactants are: [Cl:1][C:2]1[S:6][C:5]([C:7]2[C:12]([C:13]3[CH:14]=[C:15]([NH:19][C:20](=[O:31])[CH2:21][N:22](C)[C:23](=O)OC(C)(C)C)[CH:16]=[CH:17][CH:18]=3)=[CH:11][N:10]=[C:9]([NH:32][CH2:33][CH2:34][N:35]3[C:39]([CH3:41])([CH3:40])[C:38](=[O:42])[NH:37][C:36]3=[O:43])[N:8]=2)=[CH:4][CH:3]=1.Cl. (7) The reactants are: [O:1]1[CH2:6][CH2:5][N:4]([C:7]2[C:8]3[N:9]([CH:27]=[C:28]([CH2:30][O:31][C:32]4[CH:41]=[CH:40][C:39]5[C:34](=[CH:35][CH:36]=[CH:37][CH:38]=5)[N:33]=4)[N:29]=3)[C:10]([C:13]3[CH:14]=[CH:15][C:16]([NH:19][C:20](=[O:26])[O:21][C:22]([CH3:25])([CH3:24])[CH3:23])=[N:17][CH:18]=3)=[CH:11][N:12]=2)[CH2:3][CH2:2]1.[H-].[Na+].Br[CH2:45][C:46]([O:48][C:49]([CH3:52])([CH3:51])[CH3:50])=[O:47]. Given the product [C:22]([O:21][C:20]([N:19]([C:16]1[CH:15]=[CH:14][C:13]([C:10]2[N:9]3[CH:27]=[C:28]([CH2:30][O:31][C:32]4[CH:41]=[CH:40][C:39]5[C:34](=[CH:35][CH:36]=[CH:37][CH:38]=5)[N:33]=4)[N:29]=[C:8]3[C:7]([N:4]3[CH2:5][CH2:6][O:1][CH2:2][CH2:3]3)=[N:12][CH:11]=2)=[CH:18][N:17]=1)[CH2:45][C:46]([O:48][C:49]([CH3:52])([CH3:51])[CH3:50])=[O:47])=[O:26])([CH3:23])([CH3:25])[CH3:24], predict the reactants needed to synthesize it. (8) Given the product [Cl:1][C:2]1[C:3]([O:14][CH2:15][CH2:16][CH2:17][Si:18]([CH3:21])([CH3:20])[CH3:19])=[CH:4][C:5]([CH3:13])=[C:6]([N:8]=[CH:9][N:10]([CH2:23][CH3:28])[CH3:11])[CH:7]=1, predict the reactants needed to synthesize it. The reactants are: [Cl:1][C:2]1[C:3]([O:14][CH2:15][CH2:16][CH2:17][Si:18]([CH3:21])([CH3:20])[CH3:19])=[CH:4][C:5]([CH3:13])=[C:6]([NH:8][CH:9]=[N:10][C:11]#N)[CH:7]=1.Cl[C:23]1C(OCCC[Si](C)(C)C)=CC(C)=C(N(C#N)C=N)[CH:28]=1.C(NC)C.CCOCC.